The task is: Predict which catalyst facilitates the given reaction.. This data is from Catalyst prediction with 721,799 reactions and 888 catalyst types from USPTO. (1) Reactant: C[C:2]1[N:10]=[C:9]([O:11][C:12]2[CH:17]=[CH:16][CH:15]=[CH:14][CH:13]=2)[CH:8]=[CH:7][C:3]=1[C:4](N)=[O:5].[OH-:18].[Li+].Cl. Product: [O:11]([C:9]1[CH:8]=[CH:7][C:3]([C:4]([OH:5])=[O:18])=[CH:2][N:10]=1)[C:12]1[CH:17]=[CH:16][CH:15]=[CH:14][CH:13]=1. The catalyst class is: 36. (2) Reactant: O1[C:5]2([CH2:10][CH2:9][CH:8]([CH2:11][CH2:12][N:13]3[C:22]4[C:17](=[CH:18][CH:19]=[C:20]([O:23][CH3:24])[CH:21]=4)[C:16]([CH3:25])=[CH:15][C:14]3=[O:26])[CH2:7][CH2:6]2)[O:4]CC1.FC(F)(F)C(O)=O. Product: [CH3:24][O:23][C:20]1[CH:21]=[C:22]2[C:17]([C:16]([CH3:25])=[CH:15][C:14](=[O:26])[N:13]2[CH2:12][CH2:11][CH:8]2[CH2:9][CH2:10][C:5](=[O:4])[CH2:6][CH2:7]2)=[CH:18][CH:19]=1. The catalyst class is: 8. (3) Reactant: [F:1][C:2]([F:53])([F:52])[C:3]1[CH:4]=[C:5]([CH:45]=[C:46]([C:48]([F:51])([F:50])[F:49])[CH:47]=1)[CH2:6][N:7]([CH2:25][C:26]1[C:27]([N:37]([CH2:41][CH:42]2[CH2:44][CH2:43]2)[CH2:38][CH2:39][CH3:40])=[N:28][C:29]2[C:34]([CH:35]=1)=[CH:33][CH:32]=[CH:31][C:30]=2[CH3:36])[C:8]1[N:13]=[CH:12][C:11]([N:14]([CH3:24])[CH2:15][CH2:16][C:17]([O:19]C(C)(C)C)=[O:18])=[CH:10][N:9]=1.O.C(=O)(O)[O-].[Na+]. Product: [F:53][C:2]([F:1])([F:52])[C:3]1[CH:4]=[C:5]([CH:45]=[C:46]([C:48]([F:50])([F:49])[F:51])[CH:47]=1)[CH2:6][N:7]([CH2:25][C:26]1[C:27]([N:37]([CH2:41][CH:42]2[CH2:44][CH2:43]2)[CH2:38][CH2:39][CH3:40])=[N:28][C:29]2[C:34]([CH:35]=1)=[CH:33][CH:32]=[CH:31][C:30]=2[CH3:36])[C:8]1[N:9]=[CH:10][C:11]([N:14]([CH3:24])[CH2:15][CH2:16][C:17]([OH:19])=[O:18])=[CH:12][N:13]=1. The catalyst class is: 601. (4) Reactant: C(N(CC)CC)C.[Cl:8][C:9]1[CH:10]=[CH:11][CH:12]=[C:13]2[C:17]=1[N:16](C(OC(C)(C)C)=O)[CH:15]=[C:14]2[CH:25]=[O:26].[CH3:27][O:28][C:29]1[CH:30]=[C:31]([N:35]=[CH:36][C:37]2[CH:44]=[CH:43][C:40]([C:41]#[N:42])=[CH:39][CH:38]=2)[CH:32]=[CH:33][CH:34]=1. Product: [Cl:8][C:9]1[CH:10]=[CH:11][CH:12]=[C:13]2[C:17]=1[NH:16][CH:15]=[C:14]2[C:25](=[O:26])[CH:36]([C:37]1[CH:38]=[CH:39][C:40]([C:41]#[N:42])=[CH:43][CH:44]=1)[NH:35][C:31]1[CH:32]=[CH:33][CH:34]=[C:29]([O:28][CH3:27])[CH:30]=1. The catalyst class is: 433. (5) Reactant: Cl[C:2]1[C:7]([CH2:8][CH:9]=O)=[C:6]([Cl:11])[N:5]=[CH:4][N:3]=1.[NH2:12][C@H:13]1[CH2:18][CH2:17][C@H:16]([OH:19])[CH2:15][CH2:14]1.CCN(C(C)C)C(C)C. Product: [Cl:11][C:6]1[C:7]2[CH:8]=[CH:9][N:12]([C@H:13]3[CH2:18][CH2:17][C@H:16]([OH:19])[CH2:15][CH2:14]3)[C:2]=2[N:3]=[CH:4][N:5]=1. The catalyst class is: 14. (6) Reactant: [Cl:1][C:2]1[N:7]=[C:6](Cl)[C:5]([N+:9]([O-:11])=[O:10])=[CH:4][N:3]=1.CCN(C(C)C)C(C)C.[CH:21]1([C:24]2[NH:28][N:27]=[C:26]([NH2:29])[CH:25]=2)[CH2:23][CH2:22]1. Product: [Cl:1][C:2]1[N:7]=[C:6]([NH:29][C:26]2[CH:25]=[C:24]([CH:21]3[CH2:23][CH2:22]3)[NH:28][N:27]=2)[C:5]([N+:9]([O-:11])=[O:10])=[CH:4][N:3]=1. The catalyst class is: 114. (7) Reactant: [H-].[Na+].[O:3]1[CH2:8][CH2:7][N:6]([CH2:9][CH2:10][CH2:11][OH:12])[CH2:5][CH2:4]1.Br[C:14]1[CH:23]=[C:22]([Br:24])[C:21]2[C:16](=[CH:17][CH:18]=[CH:19][CH:20]=2)[N:15]=1. Product: [Br:24][C:22]1[C:21]2[C:16](=[CH:17][CH:18]=[CH:19][CH:20]=2)[N:15]=[C:14]([O:12][CH2:11][CH2:10][CH2:9][N:6]2[CH2:7][CH2:8][O:3][CH2:4][CH2:5]2)[CH:23]=1. The catalyst class is: 3. (8) Reactant: C(P(CCCC)CCCC)CCC.N(C(N1CCCCC1)=O)=NC(N1CCCCC1)=O.[Cl:32][C:33]1[CH:34]=[C:35]([CH:49]=[CH:50][C:51]=1[F:52])[O:36][C:37]1[CH:38]=[CH:39][C:40]2[N:44]=[C:43]([CH2:45][OH:46])[N:42]([CH3:47])[C:41]=2[CH:48]=1.O[C:54]1[CH:55]=[C:56]([CH:61]=[CH:62][CH:63]=1)[C:57]([O:59][CH3:60])=[O:58]. Product: [ClH:32].[Cl:32][C:33]1[CH:34]=[C:35]([CH:49]=[CH:50][C:51]=1[F:52])[O:36][C:37]1[CH:38]=[CH:39][C:40]2[N:44]=[C:43]([CH2:45][O:46][C:54]3[CH:55]=[C:56]([CH:61]=[CH:62][CH:63]=3)[C:57]([O:59][CH3:60])=[O:58])[N:42]([CH3:47])[C:41]=2[CH:48]=1. The catalyst class is: 11. (9) Reactant: Br[C:2]1[CH:16]=[CH:15][C:5]([O:6][CH2:7][CH2:8][N:9]2[CH2:14][CH2:13][O:12][CH2:11][CH2:10]2)=[CH:4][C:3]=1[CH:17]([F:19])[F:18].[Li]CCCC.CN([CH:28]=[O:29])C.[NH4+].[Cl-]. Product: [F:18][CH:17]([F:19])[C:3]1[CH:4]=[C:5]([O:6][CH2:7][CH2:8][N:9]2[CH2:14][CH2:13][O:12][CH2:11][CH2:10]2)[CH:15]=[CH:16][C:2]=1[CH:28]=[O:29]. The catalyst class is: 1.